Dataset: Reaction yield outcomes from USPTO patents with 853,638 reactions. Task: Predict the reaction yield, written as a fraction of the theoretical maximum amount of product (1.0 means a 100% yield; for example, 0.34 means a 34% yield). (1) The reactants are [F:1][C:2]1[CH:10]=[C:9]([C:11]2[C:15]3[CH:16]=[C:17]([C:20]4[O:21][C:22]([CH3:25])=[N:23][N:24]=4)[CH:18]=[CH:19][C:14]=3[O:13][CH:12]=2)[CH:8]=[CH:7][C:3]=1[C:4]([OH:6])=O.Cl.[CH3:27][NH:28]OC. No catalyst specified. The product is [F:1][C:2]1[CH:10]=[C:9]([C:11]2[C:15]3[CH:16]=[C:17]([C:20]4[O:21][C:22]([CH3:25])=[N:23][N:24]=4)[CH:18]=[CH:19][C:14]=3[O:13][CH:12]=2)[CH:8]=[CH:7][C:3]=1[C:4]([NH:28][CH3:27])=[O:6]. The yield is 0.540. (2) The reactants are [N:1]1[CH:6]=[CH:5][CH:4]=[CH:3][C:2]=1[C:7]1[N:12]=[CH:11][N:10]=[C:9]([NH:13][NH2:14])[N:8]=1.[Cl:15][C:16]1[CH:21]=[CH:20][C:19]([S:22][CH:23]([C:27](=O)[CH3:28])[C:24](=O)[CH3:25])=[CH:18][CH:17]=1. The catalyst is C(O)CC. The product is [Cl:15][C:16]1[CH:17]=[CH:18][C:19]([S:22][C:23]2[C:24]([CH3:25])=[N:14][N:13]([C:9]3[N:8]=[C:7]([C:2]4[CH:3]=[CH:4][CH:5]=[CH:6][N:1]=4)[N:12]=[CH:11][N:10]=3)[C:27]=2[CH3:28])=[CH:20][CH:21]=1. The yield is 0.0800. (3) The reactants are [NH:1]1[C:9]2[C:4](=[CH:5][CH:6]=[CH:7][CH:8]=2)[CH2:3][C:2]1=[O:10].[Br:11]N1C(=O)CCC1=O. The catalyst is C(#N)C. The product is [Br:11][C:6]1[CH:5]=[C:4]2[C:9](=[CH:8][CH:7]=1)[NH:1][C:2](=[O:10])[CH2:3]2. The yield is 0.900. (4) The reactants are [C:1]([N:5]1[CH:9]=[CH:8][C:7]([CH:10]=[O:11])=[CH:6]1)([CH3:4])([CH3:3])[CH3:2].[O-:12][Mn](=O)(=O)=O.[K+].OS([O-])=O.[Na+]. The catalyst is CC(C)=O.CC(C)=O.O. The product is [C:1]([N:5]1[CH:9]=[CH:8][C:7]([C:10]([OH:12])=[O:11])=[CH:6]1)([CH3:4])([CH3:3])[CH3:2]. The yield is 0.720. (5) The reactants are [CH2:1]([N:8]([CH2:19][CH2:20][O:21][Si](C(C)(C)C)(C)C)[C:9](=[O:18])[C:10]1[CH:15]=[CH:14][N+:13]([O-:16])=[CH:12][C:11]=1[F:17])[C:2]1[CH:7]=[CH:6][CH:5]=[CH:4][CH:3]=1.Cl. The catalyst is CO. The product is [CH2:1]([N:8]([CH2:19][CH2:20][OH:21])[C:9](=[O:18])[C:10]1[CH:15]=[CH:14][N+:13]([O-:16])=[CH:12][C:11]=1[F:17])[C:2]1[CH:7]=[CH:6][CH:5]=[CH:4][CH:3]=1. The yield is 0.730.